Dataset: Forward reaction prediction with 1.9M reactions from USPTO patents (1976-2016). Task: Predict the product of the given reaction. (1) Given the reactants [F:1][C:2]1[CH:7]=[CH:6][C:5]([C:8]2[CH:13]=[CH:12][C:11]([OH:14])=[CH:10][CH:9]=2)=[CH:4][CH:3]=1.[CH2:15]([O:17][C:18]([C:20]1([CH2:35]I)[CH2:24][CH2:23][N:22]([C:25](=[O:34])[C:26]2[CH:31]=[CH:30][C:29]([O:32][CH3:33])=[CH:28][CH:27]=2)[CH2:21]1)=[O:19])[CH3:16], predict the reaction product. The product is: [CH2:15]([O:17][C:18]([C:20]1([CH2:35][O:14][C:11]2[CH:12]=[CH:13][C:8]([C:5]3[CH:4]=[CH:3][C:2]([F:1])=[CH:7][CH:6]=3)=[CH:9][CH:10]=2)[CH2:24][CH2:23][N:22]([C:25](=[O:34])[C:26]2[CH:27]=[CH:28][C:29]([O:32][CH3:33])=[CH:30][CH:31]=2)[CH2:21]1)=[O:19])[CH3:16]. (2) The product is: [CH2:21]([O:13][C:10]([C:4]1[CH:3]=[C:2]([Br:15])[NH:1][CH:5]=1)=[O:12])[CH3:22]. Given the reactants [NH:1]1[CH:5]=[CH:4][CH:3]=[C:2]1C(OC)=O.[C:10]([O-:13])(=[O:12])C.[Na+].[Br:15]Br.O1[CH2:22][CH2:21]OCC1, predict the reaction product. (3) Given the reactants [NH2:1][C:2]1[N:7]=[C:6]2[N:8]([CH2:20][CH3:21])[C:9]([C:11]([N:13]([CH:17]3[CH2:19][CH2:18]3)[CH:14]3[CH2:16][CH2:15]3)=[O:12])=[CH:10][C:5]2=[C:4]2[N:22]([CH3:25])[CH:23]=[N:24][C:3]=12.Cl[C:27]1[S:28][C:29]([C:32]#[N:33])=[CH:30][N:31]=1.C1C=CC(P(C2C(C3C(P(C4C=CC=CC=4)C4C=CC=CC=4)=CC=C4C=3C=CC=C4)=C3C(C=CC=C3)=CC=2)C2C=CC=CC=2)=CC=1.CC(C)([O-])C.[Na+], predict the reaction product. The product is: [C:32]([C:29]1[S:28][C:27]([NH:1][C:2]2[N:7]=[C:6]3[N:8]([CH2:20][CH3:21])[C:9]([C:11]([N:13]([CH:17]4[CH2:19][CH2:18]4)[CH:14]4[CH2:16][CH2:15]4)=[O:12])=[CH:10][C:5]3=[C:4]3[N:22]([CH3:25])[CH:23]=[N:24][C:3]=23)=[N:31][CH:30]=1)#[N:33]. (4) The product is: [ClH:24].[F:1][C@H:2]1[C@H:7]([C:8]2[CH:13]=[CH:12][C:11]([O:14][CH3:15])=[C:10]([F:16])[CH:9]=2)[CH2:6][CH2:5][NH:4][CH2:3]1. Given the reactants [F:1][C@H:2]1[C@H:7]([C:8]2[CH:13]=[CH:12][C:11]([O:14][CH3:15])=[C:10]([F:16])[CH:9]=2)[CH2:6][CH2:5][N:4](C(OC(C)(C)C)=O)[CH2:3]1.[ClH:24], predict the reaction product.